Dataset: Full USPTO retrosynthesis dataset with 1.9M reactions from patents (1976-2016). Task: Predict the reactants needed to synthesize the given product. (1) Given the product [C:1]1([C:7]#[C:8][C:10]2[CH:11]=[N:12][CH:13]=[CH:14][CH:15]=2)[CH:6]=[CH:5][CH:4]=[CH:3][CH:2]=1, predict the reactants needed to synthesize it. The reactants are: [C:1]1([C:7]#[CH:8])[CH:6]=[CH:5][CH:4]=[CH:3][CH:2]=1.Br[C:10]1[CH:11]=[N:12][CH:13]=[CH:14][CH:15]=1. (2) Given the product [C:2]12([C:3](=[O:9])[CH:4]3[CH2:8][CH:7]1[CH2:6][CH2:5]3)[CH2:12][CH2:1]2, predict the reactants needed to synthesize it. The reactants are: [CH2:1]=[C:2]1[CH:7]2[CH2:8][CH:4]([CH2:5][CH2:6]2)[C:3]1=[O:9].[I-].[I-].[CH4:12]. (3) Given the product [CH3:1][O:2][C:3](=[O:13])[C:4]1[CH:9]=[CH:8][C:7]([CH2:10][CH3:11])=[C:6]([O:12][CH2:15][CH2:16][CH2:17][OH:18])[CH:5]=1, predict the reactants needed to synthesize it. The reactants are: [CH3:1][O:2][C:3](=[O:13])[C:4]1[CH:9]=[CH:8][C:7]([CH2:10][CH3:11])=[C:6]([OH:12])[CH:5]=1.Br[CH2:15][CH2:16][CH2:17][OH:18].C([O-])([O-])=O.[K+].[K+].O.